Dataset: hERG potassium channel inhibition data for cardiac toxicity prediction from Karim et al.. Task: Regression/Classification. Given a drug SMILES string, predict its toxicity properties. Task type varies by dataset: regression for continuous values (e.g., LD50, hERG inhibition percentage) or binary classification for toxic/non-toxic outcomes (e.g., AMES mutagenicity, cardiotoxicity, hepatotoxicity). Dataset: herg_karim. (1) The molecule is COc1cc(N2C(=O)N(c3ccc(-c4ccc5nc[nH]c5c4)cc3)C(=O)C23CCN(Cc2ncccc2C)CC3)ncn1. The result is 0 (non-blocker). (2) The drug is COc1ccc2ncc(C(F)(F)F)c(CCC34CCC(NCc5ccc6c(n5)NC(=O)CO6)(CC3)CO4)c2n1. The result is 1 (blocker).